From a dataset of Reaction yield outcomes from USPTO patents with 853,638 reactions. Predict the reaction yield, written as a fraction of the theoretical maximum amount of product (1.0 means a 100% yield; for example, 0.34 means a 34% yield). (1) The reactants are [NH:1]1[CH2:6][CH2:5][CH2:4][CH2:3][C@@H:2]1[C:7]([OH:9])=[O:8].[C:10](O[C:10]([O:12][C:13]([CH3:16])([CH3:15])[CH3:14])=[O:11])([O:12][C:13]([CH3:16])([CH3:15])[CH3:14])=[O:11].C(N(CC)CC)C. The catalyst is O.O1CCOCC1. The product is [C:13]([O:12][C:10]([N:1]1[CH2:6][CH2:5][CH2:4][CH2:3][C@@H:2]1[C:7]([OH:9])=[O:8])=[O:11])([CH3:16])([CH3:15])[CH3:14]. The yield is 0.830. (2) The reactants are Br[C:2]1[CH:3]=[C:4]([N+:13]([O-:15])=[O:14])[C:5]([CH3:12])=[C:6]([CH:11]=1)[C:7]([O:9][CH3:10])=[O:8].C1(P(C2C=CC=CC=2)C2C=CC=CC=2)C=CC=CC=1.[CH2:35]([S:37]([C:40]1[CH:41]=[C:42](B(O)O)[CH:43]=[CH:44][CH:45]=1)(=[O:39])=[O:38])[CH3:36].C(=O)([O-])[O-].[Na+].[Na+]. The catalyst is C([O-])(=O)C.[Pd+2].C([O-])(=O)C.COCCOC. The product is [CH2:35]([S:37]([C:40]1[CH:45]=[C:44]([C:2]2[CH:3]=[C:4]([N+:13]([O-:15])=[O:14])[C:5]([CH3:12])=[C:6]([C:7]([O:9][CH3:10])=[O:8])[CH:11]=2)[CH:43]=[CH:42][CH:41]=1)(=[O:38])=[O:39])[CH3:36]. The yield is 0.790.